This data is from Peptide-MHC class I binding affinity with 185,985 pairs from IEDB/IMGT. The task is: Regression. Given a peptide amino acid sequence and an MHC pseudo amino acid sequence, predict their binding affinity value. This is MHC class I binding data. (1) The peptide sequence is KSLFNTIAVLY. The MHC is HLA-B15:01 with pseudo-sequence HLA-B15:01. The binding affinity (normalized) is 0.345. (2) The peptide sequence is AAGFSKSDAI. The MHC is H-2-Dd with pseudo-sequence H-2-Dd. The binding affinity (normalized) is 0.359. (3) The peptide sequence is HMYISKKAK. The MHC is HLA-A29:02 with pseudo-sequence HLA-A29:02. The binding affinity (normalized) is 0.